This data is from Forward reaction prediction with 1.9M reactions from USPTO patents (1976-2016). The task is: Predict the product of the given reaction. (1) Given the reactants [N:1]1([C:7]2[CH:8]=[C:9]([NH:13]C(=O)OC(C)(C)C)[CH:10]=[N:11][CH:12]=2)[CH2:6][CH2:5][O:4][CH2:3][CH2:2]1.[ClH:21].O1CCOCC1, predict the reaction product. The product is: [ClH:21].[ClH:21].[N:1]1([C:7]2[CH:8]=[C:9]([NH2:13])[CH:10]=[N:11][CH:12]=2)[CH2:6][CH2:5][O:4][CH2:3][CH2:2]1. (2) Given the reactants [C:1]1([S:7]([CH2:10][C:11]2[C:16]([C:17]([O:19][CH3:20])=[O:18])=[C:15](OS(C(F)(F)F)(=O)=O)[C:14]([C:29]3[CH:33]=[CH:32][O:31][CH:30]=3)=[CH:13][CH:12]=2)(=[O:9])=[O:8])[CH:6]=[CH:5][CH:4]=[CH:3][CH:2]=1.[C:34]([NH:41][CH2:42][C:43]#[CH:44])([O:36][C:37]([CH3:40])([CH3:39])[CH3:38])=[O:35].C(N(CC)CC)C, predict the reaction product. The product is: [C:1]1([S:7]([CH2:10][C:11]2[C:16]([C:17]([O:19][CH3:20])=[O:18])=[C:15]([C:44]#[C:43][CH2:42][NH:41][C:34]([O:36][C:37]([CH3:40])([CH3:39])[CH3:38])=[O:35])[C:14]([C:29]3[CH:33]=[CH:32][O:31][CH:30]=3)=[CH:13][CH:12]=2)(=[O:8])=[O:9])[CH:6]=[CH:5][CH:4]=[CH:3][CH:2]=1. (3) Given the reactants C(OC([N:8]1[CH2:11][CH:10]([NH:12][C:13]2[N:18]=[C:17]([NH2:19])[C:16]([C:20](=[O:31])[C:21]3[C:26]([O:27][CH3:28])=[CH:25][CH:24]=[C:23]([F:29])[C:22]=3[F:30])=[CH:15][N:14]=2)[CH2:9]1)=O)(C)(C)C, predict the reaction product. The product is: [NH2:19][C:17]1[C:16]([C:20]([C:21]2[C:26]([O:27][CH3:28])=[CH:25][CH:24]=[C:23]([F:29])[C:22]=2[F:30])=[O:31])=[CH:15][N:14]=[C:13]([NH:12][CH:10]2[CH2:11][NH:8][CH2:9]2)[N:18]=1.